Dataset: Reaction yield outcomes from USPTO patents with 853,638 reactions. Task: Predict the reaction yield, written as a fraction of the theoretical maximum amount of product (1.0 means a 100% yield; for example, 0.34 means a 34% yield). (1) The catalyst is CN(C)C=O.Cl.C(OC)(C)(C)C. The yield is 0.330. The product is [CH3:8][C:3]([CH3:9])([CH2:2][O:1][CH2:14][C:15]1[CH:20]=[CH:19][CH:18]=[CH:17][CH:16]=1)[C:4]([O:6][CH3:7])=[O:5]. The reactants are [OH:1][CH2:2][C:3]([CH3:9])([CH3:8])[C:4]([O:6][CH3:7])=[O:5].[H-].[Na+].[H][H].[CH2:14](Br)[C:15]1[CH:20]=[CH:19][CH:18]=[CH:17][CH:16]=1. (2) The reactants are [CH3:1][O:2][C:3]1[CH:8]=[CH:7][C:6]([N+:9]([O-:11])=[O:10])=[CH:5][C:4]=1[C:12]1[N:16]([CH3:17])[N:15]=[CH:14][CH:13]=1.C1C(=O)N([Br:25])C(=O)C1.CCOC(C)=O.CCCCCC. The catalyst is CN(C=O)C.CCOC(C)=O. The product is [Br:25][C:13]1[CH:14]=[N:15][N:16]([CH3:17])[C:12]=1[C:4]1[CH:5]=[C:6]([N+:9]([O-:11])=[O:10])[CH:7]=[CH:8][C:3]=1[O:2][CH3:1]. The yield is 0.930. (3) The reactants are [C:1]([O:5][C:6]([NH:8][CH:9]([CH2:13][CH2:14][C:15]([F:18])([F:17])[F:16])[C:10](O)=[O:11])=[O:7])([CH3:4])([CH3:3])[CH3:2].CN1CCOCC1.ClC(OCC(C)C)=O.[BH4-].[Na+]. The catalyst is C1COCC1.O.C(OCC)(=O)C. The product is [C:1]([O:5][C:6](=[O:7])[NH:8][CH:9]([CH2:13][CH2:14][C:15]([F:17])([F:18])[F:16])[CH2:10][OH:11])([CH3:4])([CH3:2])[CH3:3]. The yield is 0.840.